Predict which catalyst facilitates the given reaction. From a dataset of Catalyst prediction with 721,799 reactions and 888 catalyst types from USPTO. (1) Reactant: [CH3:1][O:2][CH2:3][CH2:4][CH2:5][O:6][C:7]1[CH:12]=[CH:11][C:10]([C@H:13]2[C@H:18]([O:19][CH2:20][C:21]([N:23]3[CH2:28][CH2:27][O:26][CH2:25][CH2:24]3)=O)[CH2:17][N:16]([C:29]([O:31][CH2:32][C:33]3[CH:38]=[CH:37][CH:36]=[CH:35][CH:34]=3)=[O:30])[CH2:15][C@@H:14]2[O:39][CH2:40][C:41]2[CH:42]=[CH:43][C:44]3[O:49][CH2:48][CH2:47][N:46]([CH2:50][CH2:51][CH2:52][O:53][CH3:54])[C:45]=3[CH:55]=2)=[CH:9][CH:8]=1. Product: [CH3:1][O:2][CH2:3][CH2:4][CH2:5][O:6][C:7]1[CH:12]=[CH:11][C:10]([C@H:13]2[C@H:18]([O:19][CH2:20][CH2:21][N:23]3[CH2:24][CH2:25][O:26][CH2:27][CH2:28]3)[CH2:17][N:16]([C:29]([O:31][CH2:32][C:33]3[CH:38]=[CH:37][CH:36]=[CH:35][CH:34]=3)=[O:30])[CH2:15][C@@H:14]2[O:39][CH2:40][C:41]2[CH:42]=[CH:43][C:44]3[O:49][CH2:48][CH2:47][N:46]([CH2:50][CH2:51][CH2:52][O:53][CH3:54])[C:45]=3[CH:55]=2)=[CH:9][CH:8]=1. The catalyst class is: 5. (2) Product: [F:10][C:11]([F:31])([F:32])[O:12][C:13]1[CH:14]=[CH:15][C:16]([C:19]2[CH:24]=[CH:23][C:22](/[CH:25]=[CH:26]/[CH2:27][OH:28])=[CH:21][CH:20]=2)=[CH:17][CH:18]=1. The catalyst class is: 308. Reactant: CC(C[AlH]CC(C)C)C.[F:10][C:11]([F:32])([F:31])[O:12][C:13]1[CH:18]=[CH:17][C:16]([C:19]2[CH:24]=[CH:23][C:22](/[CH:25]=[CH:26]/[C:27](OC)=[O:28])=[CH:21][CH:20]=2)=[CH:15][CH:14]=1.